From a dataset of Full USPTO retrosynthesis dataset with 1.9M reactions from patents (1976-2016). Predict the reactants needed to synthesize the given product. (1) The reactants are: [S:1]1[C:5]2=[N:6][CH:7]=[CH:8][N:4]2[C:3]([NH:9][CH2:10][CH2:11][CH2:12][CH2:13][CH2:14][CH2:15][NH2:16])=[N:2]1.[Br:17][C:18]1[CH:23]=[CH:22][CH:21]=[CH:20][C:19]=1[S:24](Cl)(=[O:26])=[O:25].C(=O)([O-])[O-].[K+].[K+]. Given the product [Br:17][C:18]1[CH:23]=[CH:22][CH:21]=[CH:20][C:19]=1[S:24]([NH:16][CH2:15][CH2:14][CH2:13][CH2:12][CH2:11][CH2:10][NH:9][C:3]1[N:4]2[CH:8]=[CH:7][N:6]=[C:5]2[S:1][N:2]=1)(=[O:26])=[O:25], predict the reactants needed to synthesize it. (2) Given the product [F:23][C:24]([F:31])([F:30])[CH:25]1[CH2:29][CH2:28][N:27]([C:2]2[CH:11]=[C:10]3[C:5]([CH:6]=[CH:7][C:8]([C:12]([OH:14])=[O:13])=[N:9]3)=[CH:4][CH:3]=2)[CH2:26]1, predict the reactants needed to synthesize it. The reactants are: Br[C:2]1[CH:11]=[C:10]2[C:5]([CH:6]=[CH:7][C:8]([C:12]([O:14]C)=[O:13])=[N:9]2)=[CH:4][CH:3]=1.C([O-])([O-])=O.[Cs+].[Cs+].Cl.[F:23][C:24]([F:31])([F:30])[CH:25]1[CH2:29][CH2:28][NH:27][CH2:26]1.Cl. (3) Given the product [O:36]=[S:35]1(=[O:37])[CH2:34][CH2:33][CH2:32][N:1]1[CH2:2][CH2:3][CH2:4][CH2:5][N:6]1[C:18]2[C:17]3[CH:16]=[CH:15][CH:14]=[CH:13][C:12]=3[N:11]=[C:10]([NH2:19])[C:9]=2[N:8]=[C:7]1[CH2:20][CH2:21][O:22][CH3:23], predict the reactants needed to synthesize it. The reactants are: [NH2:1][CH2:2][CH2:3][CH2:4][CH2:5][N:6]1[C:18]2[C:17]3[CH:16]=[CH:15][CH:14]=[CH:13][C:12]=3[N:11]=[C:10]([NH2:19])[C:9]=2[N:8]=[C:7]1[CH2:20][CH2:21][O:22][CH3:23].C(N(CC)CC)C.Cl[CH2:32][CH2:33][CH2:34][S:35](Cl)(=[O:37])=[O:36].N12CCCN=C1CCCCC2. (4) The reactants are: [C:1]([C:3]1[CH:8]=[CH:7][C:6]([N:9]2[CH2:14][CH2:13][CH2:12][C@H:11]([NH:15][C@@H:16]3[CH2:21][CH2:20][CH2:19][CH2:18][C@H:17]3[NH:22][C:23](=[O:35])CC3C4C(=CC=CC=4)N(C)C=3)[CH2:10]2)=[CH:5][CH:4]=1)#[N:2].[N:36]([C:39]1[CH:44]=[CH:43][C:42]([C:45]([F:48])([F:47])[F:46])=[CH:41][CH:40]=1)=C=O. Given the product [C:1]([C:3]1[CH:8]=[CH:7][C:6]([N:9]2[CH2:14][CH2:13][CH2:12][C@H:11]([NH:15][C@@H:16]3[CH2:21][CH2:20][CH2:19][CH2:18][C@H:17]3[NH:22][C:23]([NH:36][C:39]3[CH:44]=[CH:43][C:42]([C:45]([F:46])([F:47])[F:48])=[CH:41][CH:40]=3)=[O:35])[CH2:10]2)=[CH:5][CH:4]=1)#[N:2], predict the reactants needed to synthesize it.